From a dataset of Full USPTO retrosynthesis dataset with 1.9M reactions from patents (1976-2016). Predict the reactants needed to synthesize the given product. (1) Given the product [CH2:17]([N:7]1[C:8]([C:9]([O:11][CH3:12])=[O:10])=[C:4]([N+:1]([O-:3])=[O:2])[C:5]([C:13]([O:15][CH3:16])=[O:14])=[N:6]1)[CH:18]([CH3:21])[CH3:19], predict the reactants needed to synthesize it. The reactants are: [N+:1]([C:4]1[C:5]([C:13]([O:15][CH3:16])=[O:14])=[N:6][NH:7][C:8]=1[C:9]([O:11][CH3:12])=[O:10])([O-:3])=[O:2].[CH3:17][CH:18]([CH3:21])[CH2:19]O.C1(P(C2C=CC=CC=2)C2C=CC=CC=2)C=CC=CC=1.N(C(OC(C)C)=O)=NC(OC(C)C)=O. (2) Given the product [Cl:41][C:38]1[CH:39]=[CH:40][C:35]([CH:28]([C:30]2[S:31][CH:32]=[CH:33][N:34]=2)[C:11]2[CH:12]=[C:13]3[C:8](=[CH:9][CH:10]=2)[NH:7][C:6](=[O:5])[CH:15]=[C:14]3[CH2:16][C:17]2[CH:22]=[CH:21][C:20]([O:23][C:24]([F:26])([F:27])[F:25])=[CH:19][CH:18]=2)=[CH:36][CH:37]=1, predict the reactants needed to synthesize it. The reactants are: C([O:5][C:6]1[CH:15]=[C:14]([CH2:16][C:17]2[CH:22]=[CH:21][C:20]([O:23][C:24]([F:27])([F:26])[F:25])=[CH:19][CH:18]=2)[C:13]2[C:8](=[CH:9][CH:10]=[C:11]([C:28]([C:35]3[CH:40]=[CH:39][C:38]([Cl:41])=[CH:37][CH:36]=3)([C:30]3[S:31][CH:32]=[CH:33][N:34]=3)O)[CH:12]=2)[N:7]=1)(C)(C)C.O.O.[Sn](Cl)Cl.Cl. (3) Given the product [CH2:41]([N:40]([CH3:39])[CH2:6][CH2:7][C:8]1[CH:13]=[CH:12][C:11]([NH:14][C:15]2[N:24]=[CH:23][C:22]3[CH2:21][CH:20]([C:25]4[CH:30]=[CH:29][CH:28]=[CH:27][C:26]=4[C:31]([F:34])([F:33])[F:32])[C:19]4[CH:35]=[CH:36][CH:37]=[CH:38][C:18]=4[C:17]=3[N:16]=2)=[CH:10][CH:9]=1)[CH2:42][CH2:43][CH3:44], predict the reactants needed to synthesize it. The reactants are: CS(O[CH2:6][CH2:7][C:8]1[CH:13]=[CH:12][C:11]([NH:14][C:15]2[N:24]=[CH:23][C:22]3[CH2:21][CH:20]([C:25]4[CH:30]=[CH:29][CH:28]=[CH:27][C:26]=4[C:31]([F:34])([F:33])[F:32])[C:19]4[CH:35]=[CH:36][CH:37]=[CH:38][C:18]=4[C:17]=3[N:16]=2)=[CH:10][CH:9]=1)(=O)=O.[CH3:39][NH:40][CH2:41][CH2:42][CH2:43][CH3:44]. (4) Given the product [ClH:11].[NH2:1][C:2]1([C:8]([OH:10])=[O:9])[CH2:7][CH2:6][CH2:5][CH2:4][CH2:3]1, predict the reactants needed to synthesize it. The reactants are: [NH2:1][C:2]1([C:8]([OH:10])=[O:9])[CH2:7][CH2:6][CH2:5][CH2:4][CH2:3]1.[Cl:11]CCl. (5) Given the product [Cl:3][C:2]1[C:1](=[O:9])[N:17]([C:13]2[CH:14]=[CH:15][CH:16]=[C:11]([CH3:10])[CH:12]=2)[N:18]=[CH:6][C:4]=1[Cl:5], predict the reactants needed to synthesize it. The reactants are: [C:1]([OH:9])(=O)/[C:2](=[C:4](\[CH:6]=O)/[Cl:5])/[Cl:3].[CH3:10][C:11]1[CH:12]=[C:13]([NH:17][NH2:18])[CH:14]=[CH:15][CH:16]=1. (6) Given the product [CH3:14][O:5][C:4](=[O:6])[C:3]1[CH:7]=[C:8]([I:11])[CH:9]=[CH:10][C:2]=1[F:1], predict the reactants needed to synthesize it. The reactants are: [F:1][C:2]1[CH:10]=[CH:9][C:8]([I:11])=[CH:7][C:3]=1[C:4]([OH:6])=[O:5].IC.[C:14]([O-])([O-])=O.[K+].[K+]. (7) Given the product [Cl:9][C:10]1[CH:11]=[C:12]([C:20]2[O:24][N:23]=[C:22]([C:25]3[CH:33]=[C:32]4[C:28]([C:29]([CH2:34][CH2:35][C:36]([OH:38])=[O:37])=[CH:30][N:31]4[CH3:1])=[CH:27][CH:26]=3)[N:21]=2)[CH:13]=[N:14][C:15]=1[O:16][CH:17]([CH3:19])[CH3:18], predict the reactants needed to synthesize it. The reactants are: [CH2:1]1N2CCN(CC2)C1.[Cl:9][C:10]1[CH:11]=[C:12]([C:20]2[O:24][N:23]=[C:22]([C:25]3[CH:33]=[C:32]4[C:28]([C:29]([CH2:34][CH2:35][C:36]([OH:38])=[O:37])=[CH:30][NH:31]4)=[CH:27][CH:26]=3)[N:21]=2)[CH:13]=[N:14][C:15]=1[O:16][CH:17]([CH3:19])[CH3:18].